From a dataset of Drug-target binding data from BindingDB using Ki measurements. Regression. Given a target protein amino acid sequence and a drug SMILES string, predict the binding affinity score between them. We predict pKi (pKi = -log10(Ki in M); higher means stronger inhibition). Dataset: bindingdb_ki. The small molecule is Cc1cn([C@H]2C=C[C@@H](CO)O2)c(=O)[nH]c1=O. The target protein (P27158) has sequence MSYINLPTVLPISPSKTRGQIQVILGPMFSGKSTELMRRVRRFQIAQYKCLVIKYAKDTRYSNSFSTHDRNTMDALPACMLKDVAQEALGVAVIGIDEGQFFPDIVDFCETMANTGKTVIV. The pKi is 2.8.